This data is from Reaction yield outcomes from USPTO patents with 853,638 reactions. The task is: Predict the reaction yield, written as a fraction of the theoretical maximum amount of product (1.0 means a 100% yield; for example, 0.34 means a 34% yield). (1) The reactants are [CH2:1]1[C:4]2([CH2:7][NH:6][CH2:5]2)[CH2:3][O:2]1.[Br:8][C:9]1[CH:16]=[CH:15][C:12]([CH2:13]Br)=[CH:11][CH:10]=1.C(=O)([O-])[O-].[K+].[K+]. The catalyst is C1COCC1.[I-].[Na+]. The product is [Br:8][C:9]1[CH:16]=[CH:15][C:12]([CH2:13][N:6]2[CH2:7][C:4]3([CH2:3][O:2][CH2:1]3)[CH2:5]2)=[CH:11][CH:10]=1. The yield is 0.680. (2) The reactants are [Cl:1][C:2]1[CH:7]=[CH:6][C:5]([C:8]2[CH:9]=[C:10]([CH3:17])[C:11]3[N:12]([CH:14]=[CH:15][N:16]=3)[CH:13]=2)=[CH:4][CH:3]=1.[I:18]Cl. No catalyst specified. The product is [Cl:1][C:2]1[CH:3]=[CH:4][C:5]([C:8]2[CH:9]=[C:10]([CH3:17])[C:11]3[N:12]([C:14]([I:18])=[CH:15][N:16]=3)[CH:13]=2)=[CH:6][CH:7]=1. The yield is 0.790. (3) The reactants are [CH3:1][O:2][C:3]1[CH:11]=[C:10]([C:12]([F:15])([F:14])[F:13])[CH:9]=[C:8]([O:16][CH3:17])[C:4]=1[C:5](O)=[O:6].S(Cl)([Cl:20])=O. The catalyst is C1(C)C=CC=CC=1. The product is [CH3:1][O:2][C:3]1[CH:11]=[C:10]([C:12]([F:15])([F:14])[F:13])[CH:9]=[C:8]([O:16][CH3:17])[C:4]=1[C:5]([Cl:20])=[O:6]. The yield is 0.989. (4) The reactants are [F:1][C:2]1[C:10]2[O:9][C:8]([N:11]3[C:19]4[C:14](=[CH:15][CH:16]=[CH:17][CH:18]=4)[CH2:13][CH2:12]3)=[N:7][C:6]=2[CH:5]=[CH:4][C:3]=1[CH2:20][C:21]([O:23]C)=[O:22].[OH-].[Na+]. The catalyst is C1COCC1.CO. The product is [F:1][C:2]1[C:10]2[O:9][C:8]([N:11]3[C:19]4[C:14](=[CH:15][CH:16]=[CH:17][CH:18]=4)[CH2:13][CH2:12]3)=[N:7][C:6]=2[CH:5]=[CH:4][C:3]=1[CH2:20][C:21]([OH:23])=[O:22]. The yield is 0.900.